This data is from Reaction yield outcomes from USPTO patents with 853,638 reactions. The task is: Predict the reaction yield, written as a fraction of the theoretical maximum amount of product (1.0 means a 100% yield; for example, 0.34 means a 34% yield). (1) The reactants are [ClH:1].Cl.Cl.[O:4]([C:11]1[C:12]([NH:27][C:28]2[S:32][N:31]=[C:30]([CH:33]3[CH2:38][CH2:37][NH:36][CH2:35][CH2:34]3)[N:29]=2)=[N:13][CH:14]=[C:15]([S:17][C:18]2[CH:23]=[CH:22][N:21]=[C:20]3[CH:24]=[CH:25][S:26][C:19]=23)[CH:16]=1)[C:5]1[CH:10]=[CH:9][CH:8]=[CH:7][CH:6]=1.C(N(CC)CC)C.[C:46](OC(=O)C)(=[O:48])[CH3:47].C([O-])(O)=O.[Na+].Cl. The catalyst is C(Cl)Cl. The product is [ClH:1].[ClH:1].[O:4]([C:11]1[C:12]([NH:27][C:28]2[S:32][N:31]=[C:30]([CH:33]3[CH2:38][CH2:37][N:36]([C:46](=[O:48])[CH3:47])[CH2:35][CH2:34]3)[N:29]=2)=[N:13][CH:14]=[C:15]([S:17][C:18]2[CH:23]=[CH:22][N:21]=[C:20]3[CH:24]=[CH:25][S:26][C:19]=23)[CH:16]=1)[C:5]1[CH:6]=[CH:7][CH:8]=[CH:9][CH:10]=1. The yield is 0.736. (2) The reactants are [CH3:1][O:2][C:3]1[CH:4]=[CH:5][C:6]2[O:10][C:9]([CH:11]=[O:12])=[CH:8][C:7]=2[CH:13]=1.[BH4-].[Na+]. The catalyst is CCO. The product is [CH3:1][O:2][C:3]1[CH:4]=[CH:5][C:6]2[O:10][C:9]([CH2:11][OH:12])=[CH:8][C:7]=2[CH:13]=1. The yield is 0.850. (3) The product is [F:13][C:14]1[CH:19]=[C:18]([CH2:20][C:21]2[C:26](=[O:27])[N:25]([C:28]3[CH:29]=[CH:30][C:31]([O:34][CH:35]([CH3:36])[CH3:37])=[CH:32][CH:33]=3)[C:24]([CH3:38])=[N:23][C:22]=2[CH2:39][CH2:40][CH3:41])[CH:17]=[CH:16][C:15]=1[C:42]1[CH:47]=[CH:46][CH:45]=[CH:44][C:43]=1[C:48]1[NH:3][C:4](=[O:7])[O:5][N:49]=1. The catalyst is C(OCC)(=O)C. The yield is 0.500. The reactants are [Cl-].O[NH3+:3].[C:4](=[O:7])([O-])[OH:5].[Na+].CS(C)=O.[F:13][C:14]1[CH:19]=[C:18]([CH2:20][C:21]2[C:26](=[O:27])[N:25]([C:28]3[CH:33]=[CH:32][C:31]([O:34][CH:35]([CH3:37])[CH3:36])=[CH:30][CH:29]=3)[C:24]([CH3:38])=[N:23][C:22]=2[CH2:39][CH2:40][CH3:41])[CH:17]=[CH:16][C:15]=1[C:42]1[C:43]([C:48]#[N:49])=[CH:44][CH:45]=[CH:46][CH:47]=1. (4) The reactants are [Cl:1][C:2]1[N:7]=[CH:6][C:5]([C:8]([O:10]CC)=[CH2:9])=[CH:4][N:3]=1.O1CCCC1.[Br:18]N1C(=O)CCC1=O. The catalyst is O. The product is [Br:18][CH2:10][C:8]([C:5]1[CH:4]=[N:3][C:2]([Cl:1])=[N:7][CH:6]=1)=[O:9]. The yield is 0.750. (5) The yield is 0.920. The reactants are [I:1][C:2]1[CH:10]=[CH:9][C:5]([C:6]([OH:8])=[O:7])=[C:4]([Br:11])[CH:3]=1.OS(O)(=O)=O.[CH3:17][CH2:18]O. No catalyst specified. The product is [Br:11][C:4]1[CH:3]=[C:2]([I:1])[CH:10]=[CH:9][C:5]=1[C:6]([O:8][CH2:17][CH3:18])=[O:7].